The task is: Predict which catalyst facilitates the given reaction.. This data is from Catalyst prediction with 721,799 reactions and 888 catalyst types from USPTO. (1) Reactant: [Br:1][C:2]1[CH:11]=[C:10]2[C:5]([C:6]([CH3:16])([CH3:15])[CH2:7][CH:8]=[C:9]2[CH:12]([CH3:14])[CH3:13])=[CH:4][C:3]=1[OH:17].C(=O)([O-])[O-].[K+].[K+].Br[CH2:25][CH:26]1[CH2:28][CH2:27]1. Product: [Br:1][C:2]1[CH:11]=[C:10]2[C:5]([C:6]([CH3:15])([CH3:16])[CH2:7][CH:8]=[C:9]2[CH:12]([CH3:13])[CH3:14])=[CH:4][C:3]=1[O:17][CH2:25][CH:26]1[CH2:28][CH2:27]1. The catalyst class is: 21. (2) Reactant: [C:1]([O:5][C:6]([N:8]1[CH2:12][C@H:11]([CH2:13][CH2:14][C:15]2[CH:20]=[CH:19][CH:18]=[CH:17][CH:16]=2)[C@@H:10]([CH:21]=O)[CH2:9]1)=[O:7])([CH3:4])([CH3:3])[CH3:2].[Cl:23][C:24]1[CH:30]=[CH:29][C:27]([NH2:28])=[CH:26][CH:25]=1.C(O[BH-](OC(=O)C)OC(=O)C)(=O)C.[Na+]. Product: [C:1]([O:5][C:6]([N:8]1[CH2:12][C@H:11]([CH2:13][CH2:14][C:15]2[CH:20]=[CH:19][CH:18]=[CH:17][CH:16]=2)[C@@H:10]([CH2:21][NH:28][C:27]2[CH:29]=[CH:30][C:24]([Cl:23])=[CH:25][CH:26]=2)[CH2:9]1)=[O:7])([CH3:4])([CH3:3])[CH3:2]. The catalyst class is: 26. (3) Reactant: [Br:1][C:2]1[C:7]2[O:8][CH2:9][C:10](=[O:12])[NH:11][C:6]=2[N:5]=[CH:4][CH:3]=1.[C:13](=O)([O-])[O-].[K+].[K+].CI. Product: [Br:1][C:2]1[C:7]2[O:8][CH2:9][C:10](=[O:12])[N:11]([CH3:13])[C:6]=2[N:5]=[CH:4][CH:3]=1. The catalyst class is: 3.